This data is from Reaction yield outcomes from USPTO patents with 853,638 reactions. The task is: Predict the reaction yield, written as a fraction of the theoretical maximum amount of product (1.0 means a 100% yield; for example, 0.34 means a 34% yield). (1) The reactants are [Cl:1][C:2]1[CH:12]=[CH:11][C:5]([O:6][CH2:7][C:8]([OH:10])=O)=[C:4]([C:13]2[O:17][N:16]=[CH:15][CH:14]=2)[CH:3]=1.[F:18][C:19]1[CH:32]=[CH:31][C:22]([CH2:23]C2OCCNCC2)=[CH:21][CH:20]=1.CCN=[C:36]=[N:37][CH2:38][CH2:39][CH2:40][N:41]([CH3:43])C.C1C=CC2N(O)N=NC=2C=1.CCN(C(C)C)C(C)C. The catalyst is CN(C=O)C.O. The product is [Cl:1][C:2]1[CH:12]=[CH:11][C:5]([O:6][CH2:7][C:8]([N:37]2[CH2:38][CH2:39][CH2:40][N:41]([CH2:23][C:22]3[CH:21]=[CH:20][C:19]([F:18])=[CH:32][CH:31]=3)[CH2:43][CH2:36]2)=[O:10])=[C:4]([C:13]2[O:17][N:16]=[CH:15][CH:14]=2)[CH:3]=1. The yield is 0.490. (2) The reactants are Cl.[NH2:2][CH2:3][C:4]1[CH:13]=[CH:12][C:7]([C:8]([O:10][CH3:11])=[O:9])=[CH:6][CH:5]=1.CCN(CC)CC.[F:21][C:22]1[CH:27]=[CH:26][C:25]([S:28](Cl)(=[O:30])=[O:29])=[CH:24][CH:23]=1.O. The catalyst is ClCCl. The product is [F:21][C:22]1[CH:27]=[CH:26][C:25]([S:28]([NH:2][CH2:3][C:4]2[CH:5]=[CH:6][C:7]([C:8]([O:10][CH3:11])=[O:9])=[CH:12][CH:13]=2)(=[O:30])=[O:29])=[CH:24][CH:23]=1. The yield is 0.850. (3) The reactants are [CH:1]1([NH:4][C:5]([C:7]2[CH:12]=[CH:11][C:10]([C:13]3[N:17]4[N:18]=[C:19]([C:29](OC)=[O:30])[CH:20]=[C:21]([NH:22][CH2:23][CH2:24][C:25]([F:28])([F:27])[F:26])[C:16]4=[N:15][CH:14]=3)=[CH:9][C:8]=2[CH3:33])=[O:6])[CH2:3][CH2:2]1.[H-].C([Al+]CC(C)C)C(C)C.[Cl-].[NH4+].O. The catalyst is O1CCCC1. The product is [CH:1]1([NH:4][C:5](=[O:6])[C:7]2[CH:12]=[CH:11][C:10]([C:13]3[N:17]4[N:18]=[C:19]([CH2:29][OH:30])[CH:20]=[C:21]([NH:22][CH2:23][CH2:24][C:25]([F:26])([F:27])[F:28])[C:16]4=[N:15][CH:14]=3)=[CH:9][C:8]=2[CH3:33])[CH2:2][CH2:3]1. The yield is 0.730.